This data is from Reaction yield outcomes from USPTO patents with 853,638 reactions. The task is: Predict the reaction yield, written as a fraction of the theoretical maximum amount of product (1.0 means a 100% yield; for example, 0.34 means a 34% yield). (1) The reactants are [CH2:1]([O:3][P:4]([CH2:9][NH:10][CH2:11][C:12]([O:14][CH2:15][CH3:16])=[O:13])([O:6][CH2:7][CH3:8])=[O:5])[CH3:2].[Cl:17][C:18]1[CH:19]=[C:20]2[C:25](=[C:26]([Cl:28])[CH:27]=1)[CH2:24][N:23]([CH3:29])[CH2:22][CH:21]2[C:30]1[CH:31]=[C:32]([S:36](Cl)(=[O:38])=[O:37])[CH:33]=[CH:34][CH:35]=1. The catalyst is N1C=CC=CC=1. The product is [Cl:17][C:18]1[CH:19]=[C:20]2[C:25](=[C:26]([Cl:28])[CH:27]=1)[CH2:24][N:23]([CH3:29])[CH2:22][CH:21]2[C:30]1[CH:31]=[C:32]([S:36]([N:10]([CH2:11][C:12]([O:14][CH2:15][CH3:16])=[O:13])[CH2:9][P:4]([O:3][CH2:1][CH3:2])([O:6][CH2:7][CH3:8])=[O:5])(=[O:38])=[O:37])[CH:33]=[CH:34][CH:35]=1. The yield is 0.240. (2) The reactants are Cl[C:2]1[CH:7]=[C:6]([C:8]([F:11])([F:10])[F:9])[N:5]=[C:4]([C:12]2[CH:17]=[CH:16][CH:15]=[CH:14][CH:13]=2)[N:3]=1.[CH3:18][O:19][C:20]1[CH:26]=[CH:25][C:24]([O:27][CH3:28])=[CH:23][C:21]=1[NH2:22].Cl.[OH-].[Na+]. The catalyst is O.C(O)C. The product is [CH3:18][O:19][C:20]1[CH:26]=[CH:25][C:24]([O:27][CH3:28])=[CH:23][C:21]=1[NH:22][C:2]1[CH:7]=[C:6]([C:8]([F:11])([F:10])[F:9])[N:5]=[C:4]([C:12]2[CH:17]=[CH:16][CH:15]=[CH:14][CH:13]=2)[N:3]=1. The yield is 0.500.